Dataset: Reaction yield outcomes from USPTO patents with 853,638 reactions. Task: Predict the reaction yield, written as a fraction of the theoretical maximum amount of product (1.0 means a 100% yield; for example, 0.34 means a 34% yield). (1) The reactants are [Cl:1][C:2]1[CH:9]=[C:6]([CH:7]=[O:8])[C:5]([OH:10])=[CH:4][CH:3]=1.C(=O)([O-])[O-].[K+].[K+].Br[CH2:18][CH2:19][O:20][Si:21]([C:24]([CH3:27])([CH3:26])[CH3:25])([CH3:23])[CH3:22]. The catalyst is CN(C)C=O.C(OCC)(=O)C. The product is [C:24]([Si:21]([CH3:23])([CH3:22])[O:20][CH2:19][CH2:18][O:10][C:5]1[CH:4]=[CH:3][C:2]([Cl:1])=[CH:9][C:6]=1[CH:7]=[O:8])([CH3:27])([CH3:26])[CH3:25]. The yield is 0.990. (2) The reactants are [CH2:1]([O:8][CH2:9][C@H:10]([NH:13][C:14]([C:27]1[CH:32]=[CH:31][CH:30]=[CH:29][CH:28]=1)([C:21]1[CH:26]=[CH:25][CH:24]=[CH:23][CH:22]=1)[C:15]1[CH:20]=[CH:19][CH:18]=[CH:17][CH:16]=1)[CH2:11][OH:12])[C:2]1[CH:7]=[CH:6][CH:5]=[CH:4][CH:3]=1.C(N(CC)CC)C.[Si:40](Cl)([C:43]([CH3:46])([CH3:45])[CH3:44])([CH3:42])[CH3:41]. The catalyst is C(Cl)Cl.CN(C1C=CN=CC=1)C. The product is [CH2:1]([O:8][CH2:9][C@H:10]([NH:13][C:14]([C:27]1[CH:32]=[CH:31][CH:30]=[CH:29][CH:28]=1)([C:21]1[CH:22]=[CH:23][CH:24]=[CH:25][CH:26]=1)[C:15]1[CH:16]=[CH:17][CH:18]=[CH:19][CH:20]=1)[CH2:11][O:12][Si:40]([C:43]([CH3:46])([CH3:45])[CH3:44])([CH3:42])[CH3:41])[C:2]1[CH:3]=[CH:4][CH:5]=[CH:6][CH:7]=1. The yield is 0.100. (3) The reactants are [CH2:1]([C:3]1[CH:4]=[CH:5][CH:6]=[C:7]2[C:12]=1[N:11]=[C:10]([CH3:13])[CH:9]=[CH:8]2)[CH3:2].[O:14]1CCOCC1. The catalyst is O. The product is [CH2:1]([C:3]1[CH:4]=[CH:5][CH:6]=[C:7]2[C:12]=1[N:11]=[C:10]([CH:13]=[O:14])[CH:9]=[CH:8]2)[CH3:2]. The yield is 0.858. (4) The yield is 0.770. The catalyst is C(O)(C(F)(F)F)=O. The product is [Cl:67][C:53]1[CH:52]=[C:51]([S:60]([CH2:10][C:11]2[CH:12]=[C:13]([C:17]3[N:21]=[N:20][NH:19][C:18]=3[C:41]#[N:42])[CH:14]=[CH:15][CH:16]=2)(=[O:63])=[O:59])[CH:46]=[CH:45][C:44]=1[Cl:43]. The reactants are ClC1C=C(S[CH2:10][C:11]2[CH:12]=[C:13]([C:17]3[N:21]=[N:20][N:19](C(C4C=CC=CC=4)(C4C=CC=CC=4)C4C=CC=CC=4)[C:18]=3[C:41]#[N:42])[CH:14]=[CH:15][CH:16]=2)C=CC=1Cl.[Cl:43][C:44]1[CH:45]=[C:46]([CH:51]=[CH:52][CH:53]=1)C(OO)=O.C([O-])(O)=O.[Na+].[O-:59][S:60]([O-:63])(=S)=O.[Na+].[Na+].C(Cl)[Cl:67]. (5) The reactants are [C:1]([O:5][C:6]([N:8](C(OC(C)(C)C)=O)[C:9]1[O:17][C:16]2[C:11](=[N:12][CH:13]=[C:14]([CH:18]([CH3:20])[CH3:19])[CH:15]=2)[C:10]=1[C:21]([O:23]CC)=[O:22])=[O:7])([CH3:4])([CH3:3])[CH3:2].[Li+].[OH-].O.CO. The catalyst is C1COCC1. The product is [C:1]([O:5][C:6]([NH:8][C:9]1[O:17][C:16]2[C:11](=[N:12][CH:13]=[C:14]([CH:18]([CH3:19])[CH3:20])[CH:15]=2)[C:10]=1[C:21]([OH:23])=[O:22])=[O:7])([CH3:2])([CH3:4])[CH3:3]. The yield is 0.730. (6) The catalyst is C(O)C. The reactants are [C:1]([C:3]1[CH:4]=[C:5]([C:13]2[S:14][C:15]([C:18]3[CH:26]=[CH:25][CH:24]=[C:23]4[C:19]=3[CH2:20][CH2:21][C@H:22]4[NH:27][CH2:28][C:29]([O:31]C)=[O:30])=[CH:16][N:17]=2)[CH:6]=[CH:7][C:8]=1[O:9][CH:10]([CH3:12])[CH3:11])#[N:2].[OH-].[Na+]. The product is [C:1]([C:3]1[CH:4]=[C:5]([C:13]2[S:14][C:15]([C:18]3[CH:26]=[CH:25][CH:24]=[C:23]4[C:19]=3[CH2:20][CH2:21][C@H:22]4[NH:27][CH2:28][C:29]([OH:31])=[O:30])=[CH:16][N:17]=2)[CH:6]=[CH:7][C:8]=1[O:9][CH:10]([CH3:12])[CH3:11])#[N:2]. The yield is 0.630. (7) The reactants are [N:1]1([C:10]2[S:14][C:13]([C:15]([O:17][CH3:18])=[O:16])=[C:12]([C:19]#[C:20][C:21]3[CH:26]=[CH:25][CH:24]=[CH:23][CH:22]=3)[CH:11]=2)[C:5]2[CH:6]=[CH:7][CH:8]=[CH:9][C:4]=2[N:3]=[CH:2]1.[H][H]. The catalyst is C(OCC)(=O)C.[Pd]. The product is [N:1]1([C:10]2[S:14][C:13]([C:15]([O:17][CH3:18])=[O:16])=[C:12]([CH2:19][CH2:20][C:21]3[CH:26]=[CH:25][CH:24]=[CH:23][CH:22]=3)[CH:11]=2)[C:5]2[CH:6]=[CH:7][CH:8]=[CH:9][C:4]=2[N:3]=[CH:2]1. The yield is 0.980. (8) The reactants are [H-].[Na+].[NH:3]1[CH:7]=[CH:6][CH:5]=[N:4]1.[Br:8][C:9]1[CH:10]=[C:11](F)[C:12]([N+:16]([O-:18])=[O:17])=[C:13]([F:15])[CH:14]=1. The catalyst is C1COCC1. The product is [Br:8][C:9]1[CH:14]=[C:13]([F:15])[C:12]([N+:16]([O-:18])=[O:17])=[C:11]([N:3]2[CH:7]=[CH:6][CH:5]=[N:4]2)[CH:10]=1. The yield is 0.860. (9) The reactants are Cl.Cl.[CH2:3]([N:10]1[C:19]2[C:18]3[CH:20]=[CH:21][CH:22]=[CH:23][C:17]=3[N:16]([C:24]([C:26]3[CH:31]=[CH:30][C:29]([O:32][CH2:33][CH2:34][CH2:35][N:36]4[CH2:41][CH2:40][NH:39][CH2:38][CH2:37]4)=[C:28]([CH3:42])[CH:27]=3)=[O:25])[CH2:15][CH2:14][C:13]=2[N:12]=[C:11]1[CH3:43])[C:4]1[CH:9]=[CH:8][CH:7]=[CH:6][CH:5]=1.C(N(CC)CC)C.[CH3:51][C:52]([CH3:57])([CH3:56])[CH2:53][CH:54]=O.C([BH3-])#N.[Na+]. The catalyst is CO.C(O)(=O)C. The product is [CH2:3]([N:10]1[C:19]2[C:18]3[CH:20]=[CH:21][CH:22]=[CH:23][C:17]=3[N:16]([C:24]([C:26]3[CH:31]=[CH:30][C:29]([O:32][CH2:33][CH2:34][CH2:35][N:36]4[CH2:41][CH2:40][N:39]([CH2:54][CH2:53][C:52]([CH3:57])([CH3:56])[CH3:51])[CH2:38][CH2:37]4)=[C:28]([CH3:42])[CH:27]=3)=[O:25])[CH2:15][CH2:14][C:13]=2[N:12]=[C:11]1[CH3:43])[C:4]1[CH:5]=[CH:6][CH:7]=[CH:8][CH:9]=1. The yield is 0.960.